Task: Predict the reaction yield, written as a fraction of the theoretical maximum amount of product (1.0 means a 100% yield; for example, 0.34 means a 34% yield).. Dataset: Reaction yield outcomes from USPTO patents with 853,638 reactions (1) The product is [C:16]([O:5][C:4](=[O:6])[CH:3]([CH2:2][Br:1])[CH:7]([CH3:9])[CH3:8])([CH3:18])([CH3:17])[CH3:15]. The yield is 0.990. The reactants are [Br:1][CH2:2][CH:3]([CH:7]([CH3:9])[CH3:8])[C:4]([OH:6])=[O:5].S(=O)(=O)(O)O.[CH3:15][C:16](=[CH2:18])[CH3:17].C(=O)([O-])O.[Na+]. The catalyst is ClCCl. (2) The reactants are [CH3:1][C@H:2]1[CH:8]=[CH:7][C:6]([S:9][C:10]2[CH:15]=[CH:14][CH:13]=[CH:12][CH:11]=2)=[CH:5][CH2:4][C@H:3]1[OH:16].[Li]CCCC.[I-].C[CH:24]=[N+:25]=[CH:26]C.[C:28]([O-])(O)=O.[Na+]. The catalyst is C1COCC1.C(Cl)Cl.CO. The product is [CH3:24][N:25]([CH2:26][C@H:4]1[CH:5]=[C:6]([S:9][C:10]2[CH:11]=[CH:12][CH:13]=[CH:14][CH:15]=2)[CH:7]=[CH:8][C@H:2]([CH3:1])[C@@H:3]1[OH:16])[CH3:28]. The yield is 0.580. (3) The reactants are CN(C=O)C.[H-].[Na+].[CH3:8][N:9]1[CH2:22][CH2:21][C:12]2[NH:13][C:14]3[CH:15]=[CH:16][C:17]([CH3:20])=[CH:18][C:19]=3[C:11]=2[CH2:10]1.Br[CH2:24][CH2:25][CH2:26][C:27]1[CH:28]=[CH:29][C:30]([C:33]([F:36])([F:35])[F:34])=[N:31][CH:32]=1. The catalyst is O. The product is [F:36][C:33]([F:34])([F:35])[C:30]1[N:31]=[CH:32][C:27]([CH2:26][CH2:25][CH2:24][N:13]2[C:14]3[CH:15]=[CH:16][C:17]([CH3:20])=[CH:18][C:19]=3[C:11]3[CH2:10][N:9]([CH3:8])[CH2:22][CH2:21][C:12]2=3)=[CH:28][CH:29]=1. The yield is 0.200. (4) The reactants are COC1C=C(OC)C=CC=1C[NH:6][C:7]1[CH:16]=[N:15][C:14]2[C:9](=[CH:10][CH:11]=[C:12]([O:17][CH3:18])[CH:13]=2)[N:8]=1.C(O)(C(F)(F)F)=O. The yield is 0.990. The product is [CH3:18][O:17][C:12]1[CH:13]=[C:14]2[C:9](=[CH:10][CH:11]=1)[N:8]=[C:7]([NH2:6])[CH:16]=[N:15]2. The catalyst is ClCCl. (5) The reactants are [NH2:1][C:2]1[CH:7]=[CH:6][C:5]([C:8]2[N:13]=[C:12]([N:14]3[CH2:19][CH2:18][O:17][CH2:16][CH2:15]3)[N:11]=[C:10]([C:20]3[CH:25]=[CH:24][C:23]([NH:26][C:27]([NH:29][CH3:30])=[O:28])=[CH:22][CH:21]=3)[N:9]=2)=[CH:4][CH:3]=1.[N:31]1[CH:36]=[CH:35][CH:34]=[C:33]([NH:37][C:38](=[O:46])OC2C=CC=CC=2)[CH:32]=1. No catalyst specified. The product is [CH3:30][NH:29][C:27]([NH:26][C:23]1[CH:22]=[CH:21][C:20]([C:10]2[N:11]=[C:12]([N:14]3[CH2:15][CH2:16][O:17][CH2:18][CH2:19]3)[N:13]=[C:8]([C:5]3[CH:4]=[CH:3][C:2]([NH:1][C:38](=[O:46])[NH:37][C:33]4[CH:32]=[N:31][CH:36]=[CH:35][CH:34]=4)=[CH:7][CH:6]=3)[N:9]=2)=[CH:25][CH:24]=1)=[O:28]. The yield is 0.0600.